Dataset: NCI-60 drug combinations with 297,098 pairs across 59 cell lines. Task: Regression. Given two drug SMILES strings and cell line genomic features, predict the synergy score measuring deviation from expected non-interaction effect. (1) Drug 1: C1=NC2=C(N1)C(=S)N=C(N2)N. Drug 2: C1CC(=O)NC(=O)C1N2C(=O)C3=CC=CC=C3C2=O. Cell line: HT29. Synergy scores: CSS=38.8, Synergy_ZIP=1.08, Synergy_Bliss=2.73, Synergy_Loewe=-26.1, Synergy_HSA=1.37. (2) Drug 1: C1=NC2=C(N=C(N=C2N1C3C(C(C(O3)CO)O)O)F)N. Drug 2: CN1C2=C(C=C(C=C2)N(CCCl)CCCl)N=C1CCCC(=O)O.Cl. Cell line: SK-OV-3. Synergy scores: CSS=22.1, Synergy_ZIP=-4.01, Synergy_Bliss=3.31, Synergy_Loewe=-3.32, Synergy_HSA=-0.0838. (3) Drug 1: C1CN1C2=NC(=NC(=N2)N3CC3)N4CC4. Drug 2: CC(CN1CC(=O)NC(=O)C1)N2CC(=O)NC(=O)C2. Cell line: MDA-MB-231. Synergy scores: CSS=28.6, Synergy_ZIP=-1.04, Synergy_Bliss=-1.04, Synergy_Loewe=-9.06, Synergy_HSA=0.400.